Dataset: Reaction yield outcomes from USPTO patents with 853,638 reactions. Task: Predict the reaction yield, written as a fraction of the theoretical maximum amount of product (1.0 means a 100% yield; for example, 0.34 means a 34% yield). (1) The yield is 0.880. The product is [Cl:1][C:2]1[CH:7]=[CH:6][C:5]([Cl:8])=[CH:4][C:3]=1[S:9][CH2:13][C:14]([OH:16])=[O:15]. The reactants are [Cl:1][C:2]1[CH:7]=[CH:6][C:5]([Cl:8])=[CH:4][C:3]=1[SH:9].[OH-].[K+].Br[CH2:13][C:14]([O:16]CC)=[O:15]. The catalyst is O.C(O)C. (2) The reactants are [CH3:1][O:2][C:3](=[O:22])[C:4]1[CH:9]=[C:8]([Cl:10])[C:7]([O:11][CH3:12])=[CH:6][C:5]=1[O:13][CH2:14][CH:15]1[CH2:21][NH:20][CH2:19][CH2:18][CH2:17][O:16]1.C(N(CC)CC)C.Br[CH2:31][C:32]1[CH:37]=[CH:36][C:35]([F:38])=[CH:34][CH:33]=1. The catalyst is C1COCC1. The product is [CH3:1][O:2][C:3](=[O:22])[C:4]1[CH:9]=[C:8]([Cl:10])[C:7]([O:11][CH3:12])=[CH:6][C:5]=1[O:13][CH2:14][CH:15]1[CH2:21][N:20]([CH2:31][C:32]2[CH:37]=[CH:36][C:35]([F:38])=[CH:34][CH:33]=2)[CH2:19][CH2:18][CH2:17][O:16]1. The yield is 0.846. (3) The reactants are [Cl:1][C:2]1[CH:34]=[CH:33][C:5]([CH2:6][N:7]([CH2:31][CH3:32])[C:8](=[O:30])[CH2:9][O:10][C:11]2[CH:16]=[CH:15][C:14]([CH2:17][CH2:18][S:19][C:20]3[CH:29]=[CH:28][CH:27]=[CH:26][C:21]=3[C:22]([O:24]C)=[O:23])=[CH:13][CH:12]=2)=[CH:4][CH:3]=1.[OH-].[Li+]. The catalyst is C(#N)C.O. The product is [Cl:1][C:2]1[CH:3]=[CH:4][C:5]([CH2:6][N:7]([CH2:31][CH3:32])[C:8](=[O:30])[CH2:9][O:10][C:11]2[CH:16]=[CH:15][C:14]([CH2:17][CH2:18][S:19][C:20]3[CH:29]=[CH:28][CH:27]=[CH:26][C:21]=3[C:22]([OH:24])=[O:23])=[CH:13][CH:12]=2)=[CH:33][CH:34]=1. The yield is 0.884.